Dataset: Catalyst prediction with 721,799 reactions and 888 catalyst types from USPTO. Task: Predict which catalyst facilitates the given reaction. (1) The catalyst class is: 2. Product: [NH2:24][CH2:2][C:3]1[C:4]([F:23])=[C:5]([O:10][C:11]2[CH:12]=[C:13]([CH:16]=[C:17]([C:19]([F:22])([F:21])[F:20])[CH:18]=2)[C:14]#[N:15])[C:6]([Cl:9])=[CH:7][CH:8]=1. Reactant: Br[CH2:2][C:3]1[C:4]([F:23])=[C:5]([O:10][C:11]2[CH:12]=[C:13]([CH:16]=[C:17]([C:19]([F:22])([F:21])[F:20])[CH:18]=2)[C:14]#[N:15])[C:6]([Cl:9])=[CH:7][CH:8]=1.[NH3:24]. (2) Reactant: Cl.[NH:2]([C:4]([C:6]1[C:15]2[C:10](=[CH:11][CH:12]=[N:13][CH:14]=2)[N:9]=[C:8]([C:16]2[CH:21]=[CH:20][C:19]([C:22]#[C:23][C:24]3[CH:29]=[CH:28][N:27]([CH2:30][C:31]([OH:33])=O)[C:26](=[O:34])[CH:25]=3)=[CH:18][CH:17]=2)[CH:7]=1)=[O:5])[NH2:3].C[CH2:36][N:37]=C=NCCCN(C)C.Cl.C1C=CC2N(O)N=NC=2C=1.C(N(CC)CC)C.Cl.CN. Product: [NH:2]([C:4]([C:6]1[C:15]2[C:10](=[CH:11][CH:12]=[N:13][CH:14]=2)[N:9]=[C:8]([C:16]2[CH:17]=[CH:18][C:19]([C:22]#[C:23][C:24]3[CH:29]=[CH:28][N:27]([CH2:30][C:31]([NH:37][CH3:36])=[O:33])[C:26](=[O:34])[CH:25]=3)=[CH:20][CH:21]=2)[CH:7]=1)=[O:5])[NH2:3]. The catalyst class is: 3. (3) The catalyst class is: 5. Reactant: [CH3:1][C:2]1[N:7]=[C:6]2[S:8][C:9]3[CH2:14][CH2:13][CH2:12][CH2:11][C:10]=3[C:5]2=[C:4]([C:15]2[CH:20]=[CH:19][C:18]([Cl:21])=[CH:17][CH:16]=2)[C:3]=1[CH:22]([CH2:27][CH2:28][CH3:29])[C:23]([O:25]C)=[O:24].[OH-].[Na+]. Product: [CH3:1][C:2]1[N:7]=[C:6]2[S:8][C:9]3[CH2:14][CH2:13][CH2:12][CH2:11][C:10]=3[C:5]2=[C:4]([C:15]2[CH:16]=[CH:17][C:18]([Cl:21])=[CH:19][CH:20]=2)[C:3]=1[CH:22]([CH2:27][CH2:28][CH3:29])[C:23]([OH:25])=[O:24]. (4) Reactant: [CH3:1][O:2][C:3]([C:5]1[CH:22]=[CH:21][C:8]2[N:9]=[C:10]([C:12]3[C:17]([CH3:18])=[CH:16][C:15]([OH:19])=[CH:14][C:13]=3[CH3:20])[NH:11][C:7]=2[CH:6]=1)=[O:4].C(N(C(C)C)CC)(C)C.C1(N([S:39]([C:42]([F:45])([F:44])[F:43])(=[O:41])=[O:40])[S:39]([C:42]([F:45])([F:44])[F:43])(=[O:41])=[O:40])C=CC=CC=1. Product: [CH3:1][O:2][C:3]([C:5]1[CH:22]=[CH:21][C:8]2[N:9]=[C:10]([C:12]3[C:17]([CH3:18])=[CH:16][C:15]([O:19][S:39]([C:42]([F:45])([F:44])[F:43])(=[O:41])=[O:40])=[CH:14][C:13]=3[CH3:20])[NH:11][C:7]=2[CH:6]=1)=[O:4]. The catalyst class is: 18. (5) Reactant: N1C(Cl)=NC(Cl)=NC=1[Cl:3].CN(C)C=O.[Br:15][C:16]1[C:17]([O:27][CH3:28])=[C:18]([CH:24](O)[CH3:25])[CH:19]=[C:20]([Cl:23])[C:21]=1[CH3:22]. Product: [Br:15][C:16]1[C:21]([CH3:22])=[C:20]([Cl:23])[CH:19]=[C:18]([CH:24]([Cl:3])[CH3:25])[C:17]=1[O:27][CH3:28]. The catalyst class is: 2. (6) Reactant: C([Mg]Cl)(C)C.Br[C:7]1[CH:12]=[CH:11][CH:10]=[CH:9][C:8]=1[F:13].[O:14]=[C:15]1[CH2:18][N:17]([C:19]([O:21][C:22]([CH3:25])([CH3:24])[CH3:23])=[O:20])[CH2:16]1.[Cl-].[NH4+]. Product: [F:13][C:8]1[CH:9]=[CH:10][CH:11]=[CH:12][C:7]=1[C:15]1([OH:14])[CH2:16][N:17]([C:19]([O:21][C:22]([CH3:24])([CH3:23])[CH3:25])=[O:20])[CH2:18]1. The catalyst class is: 7. (7) Reactant: [Br:1][C:2]1[CH:3]=[C:4]([S:9][CH:10]([CH3:16])[C:11](OCC)=[O:12])[CH:5]=[C:6]([Cl:8])[CH:7]=1.CC(C[AlH]CC(C)C)C. The catalyst class is: 11. Product: [Br:1][C:2]1[CH:3]=[C:4]([S:9][CH:10]([CH3:16])[CH:11]=[O:12])[CH:5]=[C:6]([Cl:8])[CH:7]=1. (8) Reactant: [Cl:1][C:2]1[CH:7]=[CH:6][C:5]([C:8]([C:15]2[CH:20]=[CH:19][C:18]([I:21])=[CH:17][CH:16]=2)([OH:14])[CH2:9][NH:10][CH2:11][CH2:12]O)=[CH:4][CH:3]=1.OS(O)(=O)=O. Product: [Cl:1][C:2]1[CH:7]=[CH:6][C:5]([C:8]2([C:15]3[CH:20]=[CH:19][C:18]([I:21])=[CH:17][CH:16]=3)[O:14][CH2:12][CH2:11][NH:10][CH2:9]2)=[CH:4][CH:3]=1. The catalyst class is: 124. (9) Reactant: [CH2:1]([CH:8]1[CH2:13][CH2:12][NH:11][CH2:10][CH2:9]1)[C:2]1[CH:7]=[CH:6][CH:5]=[CH:4][CH:3]=1.[C:14]([C:18]1[CH:23]=[CH:22][C:21]([C:24](=[O:29])[CH2:25][CH2:26][CH2:27]Cl)=[CH:20][CH:19]=1)([CH3:17])([CH3:16])[CH3:15].C(#N)C. Product: [CH2:1]([CH:8]1[CH2:13][CH2:12][N:11]([CH2:27][CH2:26][CH2:25][C:24]([C:21]2[CH:20]=[CH:19][C:18]([C:14]([CH3:15])([CH3:17])[CH3:16])=[CH:23][CH:22]=2)=[O:29])[CH2:10][CH2:9]1)[C:2]1[CH:7]=[CH:6][CH:5]=[CH:4][CH:3]=1. The catalyst class is: 250. (10) Reactant: Br[C:2]1[CH:3]=[C:4]2[C:9](=[CH:10][CH:11]=1)[CH:8]=[C:7]([C:12]([O:14][CH3:15])=[O:13])[CH:6]=[CH:5]2.C(=O)([O-])[O-].[K+].[K+].O.B1(C=C)OB([CH:29]=[CH2:30])OB(C=C)O1.C1C=CN=CC=1. Product: [CH:29]([C:2]1[CH:11]=[CH:10][C:9]2[C:4](=[CH:5][CH:6]=[C:7]([C:12]([O:14][CH3:15])=[O:13])[CH:8]=2)[CH:3]=1)=[CH2:30]. The catalyst class is: 564.